This data is from Forward reaction prediction with 1.9M reactions from USPTO patents (1976-2016). The task is: Predict the product of the given reaction. (1) Given the reactants [CH:1]12[CH2:15][CH:4]([N:5]([C:7]3[CH:8]=[C:9]([CH:12]=[CH:13][CH:14]=3)[C:10]#[N:11])[CH2:6]1)[CH2:3][O:2]2.[CH2:16]([Mg]Cl)[CH3:17].B(F)(F)F.CCOCC.Cl.[OH-].[Na+], predict the reaction product. The product is: [CH:1]12[CH2:15][CH:4]([N:5]([C:7]3[CH:8]=[C:9]([C:10]4([NH2:11])[CH2:17][CH2:16]4)[CH:12]=[CH:13][CH:14]=3)[CH2:6]1)[CH2:3][O:2]2. (2) Given the reactants [C:1]([C:5]1[CH:10]=[CH:9][C:8]([C:11]2[N:12]([C:32](Cl)=[O:33])[C@@:13]([C:25]3[CH:30]=[CH:29][C:28]([Cl:31])=[CH:27][CH:26]=3)([CH3:24])[C@@:14]([C:17]3[CH:22]=[CH:21][C:20]([Cl:23])=[CH:19][CH:18]=3)([CH3:16])[N:15]=2)=[C:7]([O:35][CH2:36][CH3:37])[CH:6]=1)([CH3:4])([CH3:3])[CH3:2].[N:38]1([CH2:44][C:45]([N:47]2[CH2:51][CH2:50][CH2:49][CH2:48]2)=[O:46])[CH2:43][CH2:42][NH:41][CH2:40][CH2:39]1, predict the reaction product. The product is: [C:1]([C:5]1[CH:10]=[CH:9][C:8]([C:11]2[N:12]([C:32]([N:41]3[CH2:40][CH2:39][N:38]([CH2:44][C:45]([N:47]4[CH2:48][CH2:49][CH2:50][CH2:51]4)=[O:46])[CH2:43][CH2:42]3)=[O:33])[C@@:13]([C:25]3[CH:26]=[CH:27][C:28]([Cl:31])=[CH:29][CH:30]=3)([CH3:24])[C@@:14]([C:17]3[CH:22]=[CH:21][C:20]([Cl:23])=[CH:19][CH:18]=3)([CH3:16])[N:15]=2)=[C:7]([O:35][CH2:36][CH3:37])[CH:6]=1)([CH3:2])([CH3:3])[CH3:4].